From a dataset of Full USPTO retrosynthesis dataset with 1.9M reactions from patents (1976-2016). Predict the reactants needed to synthesize the given product. Given the product [CH3:22][C:10]1[O:9][C:8]([C:5]2[CH:6]=[CH:7][C:2]([O:1][CH2:25][C:26]3[N:27]=[C:28]([CH3:31])[S:29][CH:30]=3)=[CH:3][CH:4]=2)=[N:12][C:11]=1[CH2:13][CH2:14][N:16]1[CH2:20][CH2:19][CH2:18][C@H:17]1[CH3:21], predict the reactants needed to synthesize it. The reactants are: [OH:1][C:2]1[CH:7]=[CH:6][C:5]([C:8]2[O:9][C:10]([CH3:22])=[C:11]([CH2:13][C:14]([N:16]3[CH2:20][CH2:19][CH2:18][C@H:17]3[CH3:21])=O)[N:12]=2)=[CH:4][CH:3]=1.Cl.Cl[CH2:25][C:26]1[N:27]=[C:28]([CH3:31])[S:29][CH:30]=1.